This data is from Reaction yield outcomes from USPTO patents with 853,638 reactions. The task is: Predict the reaction yield, written as a fraction of the theoretical maximum amount of product (1.0 means a 100% yield; for example, 0.34 means a 34% yield). (1) The reactants are C([O:3][C:4]([C:6]1[CH:7]=[C:8]([N:12]2[CH2:16][C@@H:15]3[CH2:17][N:18]([C:20]([O:22][C:23]([CH3:26])([CH3:25])[CH3:24])=[O:21])[CH2:19][C@@H:14]3[CH2:13]2)[CH:9]=[N:10][CH:11]=1)=[O:5])C.[OH-].[Na+]. The catalyst is C(O)C.O.C(OCC)(=O)C. The product is [C:23]([O:22][C:20]([N:18]1[CH2:19][C@H:14]2[CH2:13][N:12]([C:8]3[CH:9]=[N:10][CH:11]=[C:6]([CH:7]=3)[C:4]([OH:5])=[O:3])[CH2:16][C@H:15]2[CH2:17]1)=[O:21])([CH3:26])([CH3:24])[CH3:25]. The yield is 1.02. (2) The reactants are N1C=CN=C1.[I:6]I.C1(P(C2C=CC=CC=2)C2C=CC=CC=2)C=CC=CC=1.[F:27][C@@H:28]([CH2:38]O)[CH2:29][NH:30][C:31](=[O:37])[O:32][C:33]([CH3:36])([CH3:35])[CH3:34]. The catalyst is C(Cl)Cl. The product is [F:27][C@@H:28]([CH2:38][I:6])[CH2:29][NH:30][C:31](=[O:37])[O:32][C:33]([CH3:36])([CH3:35])[CH3:34]. The yield is 0.680. (3) The reactants are [F:1][C:2]1[CH:7]=[C:6]([S:8]([CH3:11])(=[O:10])=[O:9])[CH:5]=[CH:4][C:3]=1[NH:12][C@H:13]1[CH2:17][CH2:16][N:15]([CH:18]2[CH2:23][CH2:22][N:21]([C:24]3[N:28]=[C:27](C(Cl)(Cl)Cl)[O:26][N:25]=3)[CH2:20][CH2:19]2)[C:14]1=[O:33].[NH:34]1[CH2:38][CH2:37][CH2:36][CH2:35]1. The catalyst is CCO. The product is [F:1][C:2]1[CH:7]=[C:6]([S:8]([CH3:11])(=[O:10])=[O:9])[CH:5]=[CH:4][C:3]=1[NH:12][C@H:13]1[CH2:17][CH2:16][N:15]([CH:18]2[CH2:23][CH2:22][N:21]([C:24]3[N:28]=[C:27]([N:34]4[CH2:38][CH2:37][CH2:36][CH2:35]4)[O:26][N:25]=3)[CH2:20][CH2:19]2)[C:14]1=[O:33]. The yield is 0.480.